The task is: Predict which catalyst facilitates the given reaction.. This data is from Catalyst prediction with 721,799 reactions and 888 catalyst types from USPTO. (1) Reactant: [Si]([O:8][CH2:9][C:10]1([CH3:38])[S:16][CH2:15][CH2:14][N:13]2[C:17]([C:20]3([C:23]4[CH:28]=[CH:27][C:26](B5OC(C)(C)C(C)(C)O5)=[CH:25][CH:24]=4)[CH2:22][CH2:21]3)=[N:18][N:19]=[C:12]2[CH2:11]1)(C(C)(C)C)(C)C.Br[C:40]1[C:41]([C:46]([F:49])([F:48])[F:47])=[N:42][CH:43]=[CH:44][CH:45]=1.C(=O)([O-])[O-].[K+].[K+].C(=O)([O-])O.[Na+]. The catalyst class is: 437. Product: [CH3:38][C:10]1([CH2:9][OH:8])[S:16][CH2:15][CH2:14][N:13]2[C:17]([C:20]3([C:23]4[CH:28]=[CH:27][C:26]([C:40]5[C:41]([C:46]([F:49])([F:48])[F:47])=[N:42][CH:43]=[CH:44][CH:45]=5)=[CH:25][CH:24]=4)[CH2:22][CH2:21]3)=[N:18][N:19]=[C:12]2[CH2:11]1. (2) Reactant: [I:1][C:2]1[CH:3]=[C:4]([N:8]2[CH2:12][C:11](=[O:13])[NH:10][C:9]2=[O:14])[CH:5]=[CH:6][CH:7]=1.[H-].[Na+].[CH2:17](Br)[C:18]1[CH:23]=[CH:22][CH:21]=[CH:20][CH:19]=1.Cl. Product: [CH2:17]([N:10]1[C:11](=[O:13])[CH2:12][N:8]([C:4]2[CH:5]=[CH:6][CH:7]=[C:2]([I:1])[CH:3]=2)[C:9]1=[O:14])[C:18]1[CH:23]=[CH:22][CH:21]=[CH:20][CH:19]=1. The catalyst class is: 3. (3) Reactant: [NH2:1][C:2]1[CH:3]=[C:4]([CH:8]=[CH:9][CH:10]=1)[C:5]([NH2:7])=[O:6].[C:11](N1C=CN=C1)(N1C=CN=C1)=S.[NH:23]([C:25](=[O:46])[C:26]([NH:28][C:29]1[CH:34]=[CH:33][C:32]([C@H:35]2[CH2:40][CH2:39][C@H:38]([CH2:41][C:42]([O:44][CH3:45])=[O:43])[CH2:37][CH2:36]2)=[CH:31][CH:30]=1)=[O:27])[NH2:24].C1N=CN(C(N2C=NC=C2)=O)C=1. Product: [NH2:7][C:5]([C:4]1[CH:3]=[C:2]([NH:1][C:11]2[O:46][C:25]([C:26]([NH:28][C:29]3[CH:30]=[CH:31][C:32]([C@H:35]4[CH2:36][CH2:37][C@H:38]([CH2:41][C:42]([O:44][CH3:45])=[O:43])[CH2:39][CH2:40]4)=[CH:33][CH:34]=3)=[O:27])=[N:23][N:24]=2)[CH:10]=[CH:9][CH:8]=1)=[O:6]. The catalyst class is: 705. (4) Reactant: [Cl:1][C:2]1[CH:7]=[CH:6][C:5]([CH:8](O)[C:9]2[C:10]([C:25]([O:27][CH2:28][CH3:29])=[O:26])=[N:11][N:12]([C:15]3[C:16]([O:23][CH3:24])=[N:17][C:18]([O:21][CH3:22])=[N:19][CH:20]=3)[C:13]=2[CH3:14])=[CH:4][CH:3]=1.[NH2:31][C:32]1[CH:33]=[C:34]([Cl:40])[C:35](=[O:39])[N:36]([CH3:38])[CH:37]=1. Product: [Cl:40][C:34]1[C:35](=[O:39])[N:36]([CH3:38])[CH:37]=[C:32]([NH:31][CH:8]([C:5]2[CH:6]=[CH:7][C:2]([Cl:1])=[CH:3][CH:4]=2)[C:9]2[C:10]([C:25]([O:27][CH2:28][CH3:29])=[O:26])=[N:11][N:12]([C:15]3[C:16]([O:23][CH3:24])=[N:17][C:18]([O:21][CH3:22])=[N:19][CH:20]=3)[C:13]=2[CH3:14])[CH:33]=1. The catalyst class is: 25. (5) Reactant: [CH2:1]([N:8]1[C:17]([C:18]([OH:20])=[O:19])=[C:16]([C:21]2[CH:26]=[CH:25][CH:24]=[CH:23][CH:22]=2)[C:15]2[C:10](=[CH:11][CH:12]=[C:13]([F:27])[CH:14]=2)[C:9]1=[O:28])[C:2]1[CH:7]=[CH:6][CH:5]=[CH:4][CH:3]=1.CI.[C:31](=O)([O-])[O-].[K+].[K+].O. Product: [CH3:31][O:19][C:18]([C:17]1[N:8]([CH2:1][C:2]2[CH:3]=[CH:4][CH:5]=[CH:6][CH:7]=2)[C:9](=[O:28])[C:10]2[C:15]([C:16]=1[C:21]1[CH:22]=[CH:23][CH:24]=[CH:25][CH:26]=1)=[CH:14][C:13]([F:27])=[CH:12][CH:11]=2)=[O:20]. The catalyst class is: 3. (6) Reactant: [O:1]=[C:2]1[C:7]2[CH:8]=[C:9]([C:11]3[CH:12]=[CH:13][CH:14]=[C:15]4[C:20]=3[N:19]=[C:18]([NH:21][C@H:22]3[CH2:27][CH2:26][CH2:25][N:24](C(OC(C)(C)C)=O)[CH2:23]3)[CH:17]=[CH:16]4)[NH:10][C:6]=2[CH2:5][CH2:4][NH:3]1.[C:35]([OH:41])([C:37]([F:40])([F:39])[F:38])=[O:36]. Product: [F:38][C:37]([F:40])([F:39])[C:35]([OH:41])=[O:36].[NH:24]1[CH2:25][CH2:26][CH2:27][C@H:22]([NH:21][C:18]2[CH:17]=[CH:16][C:15]3[C:20](=[C:11]([C:9]4[NH:10][C:6]5[CH2:5][CH2:4][NH:3][C:2](=[O:1])[C:7]=5[CH:8]=4)[CH:12]=[CH:13][CH:14]=3)[N:19]=2)[CH2:23]1. The catalyst class is: 2. (7) Reactant: Br[C:2]1[CH:7]=[C:6]([N+:8]([O-:10])=[O:9])[CH:5]=[CH:4][C:3]=1[C:11]1[O:15][CH:14]=[N:13][CH:12]=1.[C-:16]#[N:17].[K+].C([Sn](Cl)(CCCC)CCCC)CCC. Product: [N+:8]([C:6]1[CH:5]=[CH:4][C:3]([C:11]2[O:15][CH:14]=[N:13][CH:12]=2)=[C:2]([CH:7]=1)[C:16]#[N:17])([O-:10])=[O:9]. The catalyst class is: 790.